Task: Regression. Given two drug SMILES strings and cell line genomic features, predict the synergy score measuring deviation from expected non-interaction effect.. Dataset: NCI-60 drug combinations with 297,098 pairs across 59 cell lines (1) Drug 1: C1=NC2=C(N1)C(=S)N=C(N2)N. Drug 2: CN(CCCl)CCCl.Cl. Cell line: OVCAR3. Synergy scores: CSS=42.1, Synergy_ZIP=-7.53, Synergy_Bliss=-5.32, Synergy_Loewe=-11.3, Synergy_HSA=-4.19. (2) Drug 1: CC1=C2C(C(=O)C3(C(CC4C(C3C(C(C2(C)C)(CC1OC(=O)C(C(C5=CC=CC=C5)NC(=O)C6=CC=CC=C6)O)O)OC(=O)C7=CC=CC=C7)(CO4)OC(=O)C)O)C)OC(=O)C. Drug 2: C1C(C(OC1N2C=NC3=C2NC=NCC3O)CO)O. Cell line: HL-60(TB). Synergy scores: CSS=59.1, Synergy_ZIP=-2.28, Synergy_Bliss=-6.24, Synergy_Loewe=-25.9, Synergy_HSA=-6.30. (3) Drug 1: CC(C1=C(C=CC(=C1Cl)F)Cl)OC2=C(N=CC(=C2)C3=CN(N=C3)C4CCNCC4)N. Drug 2: CC1C(C(CC(O1)OC2CC(CC3=C2C(=C4C(=C3O)C(=O)C5=C(C4=O)C(=CC=C5)OC)O)(C(=O)C)O)N)O.Cl. Cell line: NCI-H226. Synergy scores: CSS=19.9, Synergy_ZIP=-3.67, Synergy_Bliss=4.83, Synergy_Loewe=-2.69, Synergy_HSA=4.03. (4) Drug 1: C1=CC(=CC=C1C#N)C(C2=CC=C(C=C2)C#N)N3C=NC=N3. Drug 2: CC12CCC3C(C1CCC2OP(=O)(O)O)CCC4=C3C=CC(=C4)OC(=O)N(CCCl)CCCl.[Na+]. Cell line: DU-145. Synergy scores: CSS=2.91, Synergy_ZIP=-1.76, Synergy_Bliss=-1.27, Synergy_Loewe=-1.45, Synergy_HSA=-3.80. (5) Drug 1: C1CCN(CC1)CCOC2=CC=C(C=C2)C(=O)C3=C(SC4=C3C=CC(=C4)O)C5=CC=C(C=C5)O. Drug 2: CC1=C(C=C(C=C1)NC2=NC=CC(=N2)N(C)C3=CC4=NN(C(=C4C=C3)C)C)S(=O)(=O)N.Cl. Cell line: CAKI-1. Synergy scores: CSS=50.1, Synergy_ZIP=8.07, Synergy_Bliss=6.53, Synergy_Loewe=6.58, Synergy_HSA=8.56. (6) Drug 1: C1C(C(OC1N2C=NC3=C(N=C(N=C32)Cl)N)CO)O. Drug 2: CC(C)NC(=O)C1=CC=C(C=C1)CNNC.Cl. Cell line: OVCAR3. Synergy scores: CSS=4.07, Synergy_ZIP=-1.26, Synergy_Bliss=-0.893, Synergy_Loewe=-12.6, Synergy_HSA=-6.54.